This data is from Full USPTO retrosynthesis dataset with 1.9M reactions from patents (1976-2016). The task is: Predict the reactants needed to synthesize the given product. (1) Given the product [F:1][C:2]1[CH:3]=[CH:4][C:5]2[N:6]([C:8]([C:11]3[N:16]=[C:15]4[N:17]([CH:21]5[CH2:26][CH2:25][NH:24][CH2:23][CH2:22]5)[C:18](=[O:20])[NH:19][C:14]4=[CH:13][CH:12]=3)=[CH:9][N:10]=2)[CH:7]=1, predict the reactants needed to synthesize it. The reactants are: [F:1][C:2]1[CH:3]=[CH:4][C:5]2[N:6]([C:8]([C:11]3[N:16]=[C:15]4[N:17]([CH:21]5[CH2:26][CH2:25][N:24](C(OC(C)(C)C)=O)[CH2:23][CH2:22]5)[C:18](=[O:20])[NH:19][C:14]4=[CH:13][CH:12]=3)=[CH:9][N:10]=2)[CH:7]=1. (2) Given the product [CH2:28]([N:3]([CH2:1][CH3:2])[CH2:4][CH2:5][CH2:6][NH:7][C:8]([NH:10][C:11]1[CH:16]=[C:15]([O:17][C:18]2[CH:23]=[CH:22][C:21]([NH2:24])=[CH:20][C:19]=2[F:27])[CH:14]=[CH:13][N:12]=1)=[O:9])[CH3:29], predict the reactants needed to synthesize it. The reactants are: [CH2:1]([N:3]([CH2:28][CH3:29])[CH2:4][CH2:5][CH2:6][NH:7][C:8]([NH:10][C:11]1[CH:16]=[C:15]([O:17][C:18]2[CH:23]=[CH:22][C:21]([N+:24]([O-])=O)=[CH:20][C:19]=2[F:27])[CH:14]=[CH:13][N:12]=1)=[O:9])[CH3:2].O1CCCC1. (3) Given the product [CH3:23][C:9]1[CH:10]=[C:11]([CH:12]=[C:13]([CH2:14][N:15]2[CH2:19][CH2:18][CH2:17][CH2:16]2)[C:8]=1[N:5]1[CH2:4][CH2:3][N:2]([CH3:1])[CH2:7][CH2:6]1)[NH2:20], predict the reactants needed to synthesize it. The reactants are: [CH3:1][N:2]1[CH2:7][CH2:6][N:5]([C:8]2[C:13]([CH2:14][N:15]3[CH2:19][CH2:18][CH2:17][CH2:16]3)=[CH:12][C:11]([N+:20]([O-])=O)=[CH:10][C:9]=2[CH3:23])[CH2:4][CH2:3]1.C([O-])=O.[NH4+]. (4) Given the product [Br:1][C:2]1[CH:8]=[CH:7][C:5]([NH:6][CH:21]=[C:15]2[C:16](=[O:18])[O:17][C:12]([CH3:20])([CH3:11])[O:13][C:14]2=[O:19])=[CH:4][C:3]=1[O:9][CH3:10], predict the reactants needed to synthesize it. The reactants are: [Br:1][C:2]1[CH:8]=[CH:7][C:5]([NH2:6])=[CH:4][C:3]=1[O:9][CH3:10].[CH3:11][C:12]1([CH3:20])[O:17][C:16](=[O:18])[CH2:15][C:14](=[O:19])[O:13]1.[CH:21](OCC)(OCC)OCC. (5) Given the product [C:6]([C:10]1[CH:16]=[CH:15][C:14]([N+:1]([O-:4])=[O:2])=[CH:13][C:11]=1[NH2:12])([CH3:9])([CH3:7])[CH3:8], predict the reactants needed to synthesize it. The reactants are: [N+:1]([O-:4])([O-])=[O:2].[K+].[C:6]([C:10]1[CH:16]=[CH:15][CH:14]=[CH:13][C:11]=1[NH2:12])([CH3:9])([CH3:8])[CH3:7]. (6) Given the product [CH2:1]([N:8]1[CH2:14][CH:13]([C:15]2[CH:20]=[CH:19][C:18]([Cl:21])=[C:17]([Cl:22])[CH:16]=2)[CH:12]([CH2:23][OH:24])[O:11][CH2:10][CH2:9]1)[C:2]1[CH:7]=[CH:6][CH:5]=[CH:4][CH:3]=1, predict the reactants needed to synthesize it. The reactants are: [CH2:1]([N:8]1[CH2:14][CH:13]([C:15]2[CH:20]=[CH:19][C:18]([Cl:21])=[C:17]([Cl:22])[CH:16]=2)[CH:12]([CH2:23][O:24][Si](C(C)(C)C)(C)C)[O:11][CH2:10][C:9]1=O)[C:2]1[CH:7]=[CH:6][CH:5]=[CH:4][CH:3]=1.CO. (7) Given the product [Br:16][C:8]1[N:7]([CH2:6][O:5][CH2:4][CH2:3][Si:2]([CH3:13])([CH3:12])[CH3:1])[CH:11]=[CH:10][N:9]=1, predict the reactants needed to synthesize it. The reactants are: [CH3:1][Si:2]([CH3:13])([CH3:12])[CH2:3][CH2:4][O:5][CH2:6][N:7]1[CH:11]=[CH:10][N:9]=[CH:8]1.N#C[Br:16].CCOC(C)=O.